Dataset: Forward reaction prediction with 1.9M reactions from USPTO patents (1976-2016). Task: Predict the product of the given reaction. (1) Given the reactants [N:1]1[CH:6]=[CH:5][CH:4]=[C:3]([C:7]2[S:8][CH:9]=[C:10]([CH:12]=[O:13])[N:11]=2)[CH:2]=1.[BH4-].[Na+], predict the reaction product. The product is: [N:1]1[CH:6]=[CH:5][CH:4]=[C:3]([C:7]2[S:8][CH:9]=[C:10]([CH2:12][OH:13])[N:11]=2)[CH:2]=1. (2) Given the reactants [N+:1]([C:4]1[CH:5]=[C:6]([S:10](Cl)(=[O:12])=[O:11])[CH:7]=[CH:8][CH:9]=1)([O-:3])=[O:2].[C:14]1([S:20]([NH:23][CH:24]([C:31]2[CH:36]=[CH:35][CH:34]=[C:33]([NH2:37])[CH:32]=2)[CH2:25][C:26]([O:28][CH2:29][CH3:30])=[O:27])(=[O:22])=[O:21])[CH:19]=[CH:18][CH:17]=[CH:16][CH:15]=1, predict the reaction product. The product is: [C:14]1([S:20]([NH:23][CH:24]([C:31]2[CH:36]=[CH:35][CH:34]=[C:33]([NH:37][S:10]([C:6]3[CH:7]=[CH:8][CH:9]=[C:4]([N+:1]([O-:3])=[O:2])[CH:5]=3)(=[O:12])=[O:11])[CH:32]=2)[CH2:25][C:26]([O:28][CH2:29][CH3:30])=[O:27])(=[O:21])=[O:22])[CH:15]=[CH:16][CH:17]=[CH:18][CH:19]=1. (3) Given the reactants C[O:2][C:3]1[CH:28]=[CH:27][C:6]([O:7][C:8]2[C:9]([CH3:26])=[CH:10][C:11]([NH:17][C:18](=[O:25])[CH2:19][C:20]([O:22]CC)=[O:21])=[C:12]3[C:16]=2[CH2:15][CH2:14][CH2:13]3)=[CH:5][C:4]=1[CH2:29][CH2:30][C:31]1[CH:36]=[CH:35][C:34]([O:37]C)=[CH:33][CH:32]=1.B(Br)(Br)Br.CO.Cl, predict the reaction product. The product is: [OH:2][C:3]1[CH:28]=[CH:27][C:6]([O:7][C:8]2[C:9]([CH3:26])=[CH:10][C:11]([NH:17][C:18](=[O:25])[CH2:19][C:20]([OH:22])=[O:21])=[C:12]3[C:16]=2[CH2:15][CH2:14][CH2:13]3)=[CH:5][C:4]=1[CH2:29][CH2:30][C:31]1[CH:36]=[CH:35][C:34]([OH:37])=[CH:33][CH:32]=1. (4) Given the reactants C(OC([N:8]1[C@@H:16]2[C@@H:11]([CH2:12][CH2:13][CH2:14][CH2:15]2)[CH2:10][C@H:9]1[CH2:17][NH:18][CH2:19][C:20]([CH3:30])=[CH:21][C:22]1[CH:27]=[CH:26][C:25]([F:28])=[CH:24][C:23]=1[F:29])=O)(C)(C)C.C(N(CC)CC)C.[CH3:38][O:39][C:40]1[CH:41]=[C:42]([CH:46]=[CH:47][C:48]=1[O:49][CH3:50])[C:43](Cl)=[O:44].FC(F)(F)C(O)=O, predict the reaction product. The product is: [F:29][C:23]1[CH:24]=[C:25]([F:28])[CH:26]=[CH:27][C:22]=1/[CH:21]=[C:20](\[CH3:30])/[CH2:19][N:18]([CH2:17][C@@H:9]1[CH2:10][C@H:11]2[C@H:16]([CH2:15][CH2:14][CH2:13][CH2:12]2)[NH:8]1)[C:43](=[O:44])[C:42]1[CH:46]=[CH:47][C:48]([O:49][CH3:50])=[C:40]([O:39][CH3:38])[CH:41]=1. (5) Given the reactants [C:1]1([C@H:7]2[CH2:11][O:10][C:9](=[O:12])[N:8]2[CH:13]([CH3:18])[C:14]([O:16]C)=[O:15])[CH:6]=[CH:5][CH:4]=[CH:3][CH:2]=1.[Li+].[OH-].N1CCC1=O, predict the reaction product. The product is: [C:1]1([C@H:7]2[CH2:11][O:10][C:9](=[O:12])[N:8]2[CH:13]([CH3:18])[C:14]([OH:16])=[O:15])[CH:2]=[CH:3][CH:4]=[CH:5][CH:6]=1.